From a dataset of Reaction yield outcomes from USPTO patents with 853,638 reactions. Predict the reaction yield, written as a fraction of the theoretical maximum amount of product (1.0 means a 100% yield; for example, 0.34 means a 34% yield). The reactants are [Br:1][C:2]1[CH:10]=[CH:9][C:5]([C:6](O)=O)=[C:4]([Cl:11])[CH:3]=1.[NH:12]([C:14](=[S:16])[NH2:15])[NH2:13].P(Cl)(Cl)(Cl)=O. No catalyst specified. The product is [Br:1][C:2]1[CH:10]=[CH:9][C:5]([C:6]2[S:16][C:14]([NH2:15])=[N:12][N:13]=2)=[C:4]([Cl:11])[CH:3]=1. The yield is 0.810.